Predict the product of the given reaction. From a dataset of Forward reaction prediction with 1.9M reactions from USPTO patents (1976-2016). (1) Given the reactants Cl.Cl.[C:3]([C:7]1[CH:12]=[CH:11][CH:10]=[CH:9][C:8]=1[N:13]1[CH2:18][CH2:17][NH:16][CH2:15][CH2:14]1)([CH3:6])([CH3:5])[CH3:4].C(N(C(C)C)CC)(C)C.Cl.[F:29][C:30]1[CH:38]=[CH:37][C:33]([C:34](Cl)=[O:35])=[CH:32][CH:31]=1, predict the reaction product. The product is: [C:3]([C:7]1[CH:12]=[CH:11][CH:10]=[CH:9][C:8]=1[N:13]1[CH2:18][CH2:17][N:16]([C:34]([C:33]2[CH:37]=[CH:38][C:30]([F:29])=[CH:31][CH:32]=2)=[O:35])[CH2:15][CH2:14]1)([CH3:6])([CH3:4])[CH3:5]. (2) Given the reactants [F:1][C:2]1[CH:7]=[CH:6][C:5]([C:8](=O)[C:9]([C:12]2C=C[N:15]=[C:14](F)[CH:13]=2)=[N:10][OH:11])=[CH:4][CH:3]=1.[CH3:20][C:21]([CH3:25])([CH3:24])[CH:22]=O.[C:26]([O-:29])(=O)[CH3:27].[NH4+:30], predict the reaction product. The product is: [C:21]([C:22]1[N:10]([OH:11])[C:9]([C:12]2[CH:13]=[CH:14][NH:15][C:26](=[O:29])[CH:27]=2)=[C:8]([C:5]2[CH:6]=[CH:7][C:2]([F:1])=[CH:3][CH:4]=2)[N:30]=1)([CH3:25])([CH3:24])[CH3:20]. (3) Given the reactants [OH:1][C@H:2]1[CH2:6][N:5](C(=O)C)[C@@H:4]([C:10]2[N:14]3[C:15]4[CH:21]=[CH:20][NH:19][C:16]=4[N:17]=[CH:18][C:13]3=[C:12]([C:22]3[CH:27]=[CH:26][C:25]([O:28][CH3:29])=[CH:24][CH:23]=3)[N:11]=2)[CH2:3]1.Cl, predict the reaction product. The product is: [CH3:29][O:28][C:25]1[CH:24]=[CH:23][C:22]([C:12]2[N:11]=[C:10]([C@@H:4]3[NH:5][CH2:6][C@H:2]([OH:1])[CH2:3]3)[N:14]3[C:15]4[CH:21]=[CH:20][NH:19][C:16]=4[N:17]=[CH:18][C:13]=23)=[CH:27][CH:26]=1. (4) Given the reactants [CH3:1][N:2]1[CH:6]=[CH:5][N:4]=[CH:3]1.[CH3:7][O:8][P:9]([O-:12])[O:10]C, predict the reaction product. The product is: [CH3:7][O:8][P:9]([O-:12])[O-:10].[CH3:7][C:3]1[NH:4][CH:5]=[CH:6][N+:2]=1[CH3:1].[CH3:7][C:3]1[NH:4][CH:5]=[CH:6][N+:2]=1[CH3:1].